Task: Predict the product of the given reaction.. Dataset: Forward reaction prediction with 1.9M reactions from USPTO patents (1976-2016) (1) The product is: [OH:8][CH2:9][C:10]1[NH:11][CH:12]=[C:13]([C:15]([CH3:18])([CH3:17])[CH3:16])[N:14]=1. Given the reactants C([O:8][CH2:9][C:10]1[NH:11][CH:12]=[C:13]([C:15]([CH3:18])([CH3:17])[CH3:16])[N:14]=1)C1C=CC=CC=1.C(O)C.Cl.[H][H], predict the reaction product. (2) The product is: [CH:15]1([C:12]2[CH:11]=[C:10]([CH2:9][NH:8][C:4]3[N:3]=[C:2]([NH:26][C:23]4[NH:24][N:25]=[C:21]([CH2:20][CH:19]([CH3:27])[CH3:18])[CH:22]=4)[CH:7]=[CH:6][N:5]=3)[O:14][N:13]=2)[CH2:17][CH2:16]1. Given the reactants Cl[C:2]1[CH:7]=[CH:6][N:5]=[C:4]([NH:8][CH2:9][C:10]2[O:14][N:13]=[C:12]([CH:15]3[CH2:17][CH2:16]3)[CH:11]=2)[N:3]=1.[CH3:18][CH:19]([CH3:27])[CH2:20][C:21]1[CH:22]=[C:23]([NH2:26])[NH:24][N:25]=1, predict the reaction product. (3) Given the reactants [Br:1][C:2]1[CH:3]=[CH:4][C:5]([O:24][CH3:25])=[C:6]([S:8]([NH:11][C@@H:12]2[CH2:16][CH2:15][N:14]([C:17]([O:19][C:20]([CH3:23])([CH3:22])[CH3:21])=[O:18])[CH2:13]2)(=[O:10])=[O:9])[CH:7]=1.C([O-])([O-])=O.[K+].[K+].[Br:32][C:33]1[CH:38]=[CH:37][C:36]([CH2:39]Br)=[CH:35][CH:34]=1, predict the reaction product. The product is: [Br:1][C:2]1[CH:3]=[CH:4][C:5]([O:24][CH3:25])=[C:6]([S:8]([N:11]([CH2:39][C:36]2[CH:37]=[CH:38][C:33]([Br:32])=[CH:34][CH:35]=2)[C@@H:12]2[CH2:16][CH2:15][N:14]([C:17]([O:19][C:20]([CH3:21])([CH3:22])[CH3:23])=[O:18])[CH2:13]2)(=[O:9])=[O:10])[CH:7]=1. (4) Given the reactants [CH3:1][C:2]1[CH:11]=[CH:10][C:5]([C:6]([O:8][CH3:9])=[O:7])=[CH:4][CH:3]=1.C(OOC(=O)C1C=CC=CC=1)(=O)C1C=CC=CC=1.C1C(=O)N(Br)C(=O)C1.[P:38]([O:45]CC)([O:42][CH2:43][CH3:44])[O:39][CH2:40][CH3:41], predict the reaction product. The product is: [CH2:40]([O:39][P:38]([CH2:1][C:2]1[CH:11]=[CH:10][C:5]([C:6]([O:8][CH3:9])=[O:7])=[CH:4][CH:3]=1)([O:42][CH2:43][CH3:44])=[O:45])[CH3:41]. (5) The product is: [N+:1]([C:4]1[CH:5]=[C:6]([CH:7]=[CH:8][CH:9]=1)[CH2:10][C:11]1[O:12][C:17](=[O:18])[C:16]2[CH:20]=[CH:21][CH:22]=[CH:23][C:15]=2[N:14]=1)([O-:3])=[O:2]. Given the reactants [N+:1]([C:4]1[CH:5]=[C:6]([CH2:10][C:11](Cl)=[O:12])[CH:7]=[CH:8][CH:9]=1)([O-:3])=[O:2].[NH2:14][C:15]1[CH:23]=[CH:22][CH:21]=[CH:20][C:16]=1[C:17](O)=[O:18].N1C=CC=CC=1, predict the reaction product. (6) Given the reactants [CH2:1]([N:3]1[C:11]2[C:6](=[CH:7][CH:8]=[CH:9][CH:10]=2)[C:5]([CH:12]=O)=[CH:4]1)[CH3:2].[N+:14]([CH3:17])([O-:16])=[O:15].C([O-])(=O)C.[NH4+].C(OC(=O)C)C, predict the reaction product. The product is: [CH2:1]([N:3]1[C:11]2[C:6](=[CH:7][CH:8]=[CH:9][CH:10]=2)[C:5]([CH:12]=[CH:17][N+:14]([O-:16])=[O:15])=[CH:4]1)[CH3:2].